Token-level Classification. Given an antigen amino acid sequence, predict which amino acid positions are active epitope sites capable of antibody binding. Output is a list of indices for active positions. From a dataset of B-cell epitopes from IEDB database with 3,159 antigens for binding position prediction. Given the antigen sequence: MALLVHFLPLLALLALWEPKPTQAFVKQHLCGPHLVEALYLVCGERGFFYTPKSRREVEDPQVEQLELGGSPGDLQTLALEVARQKRGIVDQCCTSICSLYQLENYCN, which amino acid positions are active epitope sites? The epitope positions are: [32, 33, 34, 35, 36, 37, 38, 39, 40, 41, 42, 43, 44, 45, 46]. The amino acids at these positions are: PHLVEALYLVCGERG.